Dataset: Peptide-MHC class I binding affinity with 185,985 pairs from IEDB/IMGT. Task: Regression. Given a peptide amino acid sequence and an MHC pseudo amino acid sequence, predict their binding affinity value. This is MHC class I binding data. The binding affinity (normalized) is 0.941. The MHC is H-2-Kd with pseudo-sequence H-2-Kd. The peptide sequence is IYSPSNHHI.